Dataset: NCI-60 drug combinations with 297,098 pairs across 59 cell lines. Task: Regression. Given two drug SMILES strings and cell line genomic features, predict the synergy score measuring deviation from expected non-interaction effect. (1) Drug 1: CN1CCC(CC1)COC2=C(C=C3C(=C2)N=CN=C3NC4=C(C=C(C=C4)Br)F)OC. Drug 2: CNC(=O)C1=NC=CC(=C1)OC2=CC=C(C=C2)NC(=O)NC3=CC(=C(C=C3)Cl)C(F)(F)F. Cell line: OVCAR3. Synergy scores: CSS=15.4, Synergy_ZIP=-6.56, Synergy_Bliss=-2.89, Synergy_Loewe=-6.97, Synergy_HSA=-3.23. (2) Drug 1: C1=NC2=C(N1)C(=S)N=C(N2)N. Drug 2: CS(=O)(=O)CCNCC1=CC=C(O1)C2=CC3=C(C=C2)N=CN=C3NC4=CC(=C(C=C4)OCC5=CC(=CC=C5)F)Cl. Cell line: K-562. Synergy scores: CSS=28.5, Synergy_ZIP=-6.73, Synergy_Bliss=-9.34, Synergy_Loewe=-15.1, Synergy_HSA=-9.42. (3) Drug 1: CC1=C(C=C(C=C1)C(=O)NC2=CC(=CC(=C2)C(F)(F)F)N3C=C(N=C3)C)NC4=NC=CC(=N4)C5=CN=CC=C5. Drug 2: CCN(CC)CCNC(=O)C1=C(NC(=C1C)C=C2C3=C(C=CC(=C3)F)NC2=O)C. Cell line: DU-145. Synergy scores: CSS=-2.04, Synergy_ZIP=2.94, Synergy_Bliss=3.80, Synergy_Loewe=-5.05, Synergy_HSA=-4.42. (4) Drug 1: C1=CC(=CC=C1C#N)C(C2=CC=C(C=C2)C#N)N3C=NC=N3. Drug 2: CCC(=C(C1=CC=CC=C1)C2=CC=C(C=C2)OCCN(C)C)C3=CC=CC=C3.C(C(=O)O)C(CC(=O)O)(C(=O)O)O. Cell line: SF-268. Synergy scores: CSS=0.250, Synergy_ZIP=0.206, Synergy_Bliss=3.32, Synergy_Loewe=-4.13, Synergy_HSA=-1.55. (5) Drug 1: CN1CCC(CC1)COC2=C(C=C3C(=C2)N=CN=C3NC4=C(C=C(C=C4)Br)F)OC. Drug 2: CC1C(C(CC(O1)OC2CC(OC(C2O)C)OC3=CC4=CC5=C(C(=O)C(C(C5)C(C(=O)C(C(C)O)O)OC)OC6CC(C(C(O6)C)O)OC7CC(C(C(O7)C)O)OC8CC(C(C(O8)C)O)(C)O)C(=C4C(=C3C)O)O)O)O. Cell line: HOP-62. Synergy scores: CSS=7.64, Synergy_ZIP=0.237, Synergy_Bliss=6.23, Synergy_Loewe=5.11, Synergy_HSA=5.02.